This data is from Full USPTO retrosynthesis dataset with 1.9M reactions from patents (1976-2016). The task is: Predict the reactants needed to synthesize the given product. (1) Given the product [CH3:2][S:3]([O:6][C:7]1[C:20](=[O:21])[N:11]2[CH2:12][CH:13]3[CH2:17][C:16]([N:18]([CH3:19])[C:49]([C:47]4[O:48][C:44]([CH3:43])=[N:45][N:46]=4)=[O:51])([C:10]2=[N:9][C:8]=1[C:22](=[O:32])[NH:23][CH2:24][C:25]1[CH:30]=[CH:29][C:28]([F:31])=[CH:27][CH:26]=1)[CH2:15][CH2:14]3)(=[O:4])=[O:5], predict the reactants needed to synthesize it. The reactants are: Cl.[CH3:2][S:3]([O:6][C:7]1[C:20](=[O:21])[N:11]2[CH2:12][CH:13]3[CH2:17][C:16]([NH:18][CH3:19])([C:10]2=[N:9][C:8]=1[C:22](=[O:32])[NH:23][CH2:24][C:25]1[CH:30]=[CH:29][C:28]([F:31])=[CH:27][CH:26]=1)[CH2:15][CH2:14]3)(=[O:5])=[O:4].C1C=NC2N(O)N=NC=2C=1.[CH3:43][C:44]1[O:48][C:47]([C:49]([O-:51])=O)=[N:46][N:45]=1.[K+].Cl.C(N(CC)CC)C.C(N(CC)CC)C.C(Cl)CCl. (2) The reactants are: [NH2:1][C:2]1[C:7]([O:8][CH2:9][C:10]([F:13])([F:12])[F:11])=[CH:6][C:5]([C:14]2([C:19]([O:21][CH2:22][CH3:23])=[O:20])[CH2:18][CH2:17][CH2:16][CH2:15]2)=[CH:4][C:3]=1Br.[F:25][C:26]([F:37])([F:36])[C:27]1[CH:32]=[CH:31][C:30](B(O)O)=[CH:29][CH:28]=1.[F-].[Cs+].CCOC(C)=O. Given the product [NH2:1][C:2]1[C:3]([C:30]2[CH:31]=[CH:32][C:27]([C:26]([F:37])([F:36])[F:25])=[CH:28][CH:29]=2)=[CH:4][C:5]([C:14]2([C:19]([O:21][CH2:22][CH3:23])=[O:20])[CH2:18][CH2:17][CH2:16][CH2:15]2)=[CH:6][C:7]=1[O:8][CH2:9][C:10]([F:13])([F:12])[F:11], predict the reactants needed to synthesize it. (3) Given the product [N:2]1[C:27]2[CH2:26][CH2:25][O:24][CH2:23][C:22]=2[S:3][C:1]=1[C:4]1[C:5]([CH3:15])=[CH:6][C:7]([CH3:14])=[C:8]([CH:13]=1)[C:9]([O:11][CH3:12])=[O:10], predict the reactants needed to synthesize it. The reactants are: [C:1]([C:4]1[C:5]([CH3:15])=[CH:6][C:7]([CH3:14])=[C:8]([CH:13]=1)[C:9]([O:11][CH3:12])=[O:10])(=[S:3])[NH2:2].C(=O)(O)[O-].[Na+].Br[CH:22]1[C:27](=O)[CH2:26][CH2:25][O:24][CH2:23]1. (4) Given the product [CH:34]1([N:26]2[CH2:27][C@@H:28]([C:29]3[CH:33]=[CH:32][S:31][CH:30]=3)[N:24]([CH:21]3[CH2:20][CH2:19][N:18]([CH2:17][C:14]4[CH:15]=[N:16][C:11]([O:10][C:7]5[CH:6]=[CH:5][C:4]([C:3]([OH:40])=[O:2])=[CH:9][CH:8]=5)=[N:12][CH:13]=4)[CH2:23][CH2:22]3)[C:25]2=[O:39])[CH2:35][CH2:36][CH2:37][CH2:38]1, predict the reactants needed to synthesize it. The reactants are: C[O:2][C:3](=[O:40])[C:4]1[CH:9]=[CH:8][C:7]([O:10][C:11]2[N:16]=[CH:15][C:14]([CH2:17][N:18]3[CH2:23][CH2:22][CH:21]([N:24]4[C@H:28]([C:29]5[CH:33]=[CH:32][S:31][CH:30]=5)[CH2:27][N:26]([CH:34]5[CH2:38][CH2:37][CH2:36][CH2:35]5)[C:25]4=[O:39])[CH2:20][CH2:19]3)=[CH:13][N:12]=2)=[CH:6][CH:5]=1.